This data is from hERG potassium channel inhibition data for cardiac toxicity prediction from Karim et al.. The task is: Regression/Classification. Given a drug SMILES string, predict its toxicity properties. Task type varies by dataset: regression for continuous values (e.g., LD50, hERG inhibition percentage) or binary classification for toxic/non-toxic outcomes (e.g., AMES mutagenicity, cardiotoxicity, hepatotoxicity). Dataset: herg_karim. (1) The drug is OC1CCN(CCOc2ccc(Oc3nc4ccccc4s3)cc2)CC1. The result is 0 (non-blocker). (2) The molecule is CCN(C)C(=O)c1ccc([C@H](c2cccc(NC(=O)C3CC3)c2)N2CCN(CCCOC)CC2)cc1. The result is 0 (non-blocker). (3) The molecule is CCCOCCn1c(=O)c(N2CCN([C@@H](C)[C@@H](C)O)CC2)nc2cnc(-c3ccc(OC)nc3)cc21. The result is 1 (blocker). (4) The compound is C[C@@H]1CN(c2nc(C(F)(F)F)no2)CCN1c1ncc(OCc2ccc(CS(C)(=O)=O)cc2F)cn1. The result is 0 (non-blocker). (5) The compound is CC(=C(F)C(=O)N(CC(=O)O)c1ccc(-c2ccccc2S(N)(=O)=O)cc1)c1cccc(C(=N)N)c1. The result is 0 (non-blocker). (6) The drug is O=C(NC1CC1)c1ccc(OCCCC2CC2CCCC2CCN(c3ncc(Cl)cn3)CC2)cc1F. The result is 0 (non-blocker).